Dataset: Reaction yield outcomes from USPTO patents with 853,638 reactions. Task: Predict the reaction yield, written as a fraction of the theoretical maximum amount of product (1.0 means a 100% yield; for example, 0.34 means a 34% yield). (1) The reactants are [CH3:1][O:2][C:3]([C@@H:5]1[CH2:10][CH2:9][CH2:8][C@H:7]([C:11]([OH:13])=O)[CH2:6]1)=[O:4].C1C=CC2N(O)N=[N:20][C:18]=2C=1.C(Cl)CCl.C(N(CC)CC)C. The catalyst is C(Cl)Cl. The product is [CH3:18][NH:20][C:11]([CH:7]1[CH2:8][CH2:9][CH2:10][CH:5]([C:3]([O:2][CH3:1])=[O:4])[CH2:6]1)=[O:13]. The yield is 0.860. (2) The reactants are [C:1]([C:4]1[CH:9]=[N:8][CH:7]=[CH:6][N:5]=1)(=[O:3])[CH3:2].[Br-:10].[Br-].[Br-].[NH+]1C=CC=CC=1.[NH+]1C=CC=CC=1.[NH+]1C=CC=CC=1. The catalyst is C(O)(=O)C. The product is [Br:10][CH2:2][C:1]([C:4]1[CH:9]=[N:8][CH:7]=[CH:6][N:5]=1)=[O:3]. The yield is 0.380.